Regression. Given a peptide amino acid sequence and an MHC pseudo amino acid sequence, predict their binding affinity value. This is MHC class I binding data. From a dataset of Peptide-MHC class I binding affinity with 185,985 pairs from IEDB/IMGT. (1) The peptide sequence is RGGRAFVTI. The MHC is HLA-A02:06 with pseudo-sequence HLA-A02:06. The binding affinity (normalized) is 0.308. (2) The peptide sequence is KVYWAGIEF. The MHC is HLA-B35:01 with pseudo-sequence HLA-B35:01. The binding affinity (normalized) is 0.562. (3) The peptide sequence is TIHLATAPK. The MHC is HLA-A26:03 with pseudo-sequence HLA-A26:03. The binding affinity (normalized) is 0.0847. (4) The peptide sequence is STPPLVRLVF. The MHC is Mamu-A02 with pseudo-sequence Mamu-A02. The binding affinity (normalized) is 0.588. (5) The peptide sequence is HIRQIINTW. The MHC is Mamu-A70103 with pseudo-sequence Mamu-A70103. The binding affinity (normalized) is 0.140. (6) The peptide sequence is NPANKEESI. The MHC is HLA-B18:01 with pseudo-sequence HLA-B18:01. The binding affinity (normalized) is 0.0847. (7) The peptide sequence is FYIQMCTEL. The MHC is H-2-Ld with pseudo-sequence H-2-Ld. The binding affinity (normalized) is 0.122. (8) The peptide sequence is IVLPEKDSW. The MHC is HLA-B27:05 with pseudo-sequence HLA-B27:05. The binding affinity (normalized) is 0.